This data is from Full USPTO retrosynthesis dataset with 1.9M reactions from patents (1976-2016). The task is: Predict the reactants needed to synthesize the given product. (1) Given the product [C:25]([CH2:24][CH2:23][C:22]1[CH:21]=[CH:20][CH:19]([CH:17]=[CH:9][C:8]([C:7]2[C:2]([OH:1])=[CH:3][CH:4]=[CH:5][C:6]=2[O:11][CH2:12][C:13]([OH:15])=[O:14])=[O:10])[CH2:29][CH:28]=1)([OH:27])=[O:26], predict the reactants needed to synthesize it. The reactants are: [OH:1][C:2]1[C:7]([C:8](=[O:10])[CH3:9])=[C:6]([O:11][CH2:12][C:13]([O:15]C)=[O:14])[CH:5]=[CH:4][CH:3]=1.[CH:17]([C:19]1[CH:29]=[CH:28][C:22]([CH:23]=[CH:24][C:25]([OH:27])=[O:26])=[CH:21][CH:20]=1)=O.O.[OH-].[K+]. (2) Given the product [CH3:1][O:2][C:3]1[CH:4]=[C:5]2[C:6]([C@@:12]3([CH3:25])[C@H:11]([CH2:10][S:9]2)[C@:20]2([CH3:21])[C@H:15]([C:16]([CH3:23])([CH3:22])[CH2:17][CH2:18][CH2:19]2)[CH2:14][CH2:13]3)=[CH:7][CH:8]=1, predict the reactants needed to synthesize it. The reactants are: [CH3:1][O:2][C:3]1[CH:4]=[C:5]([S:9][CH2:10][C@@H:11]2[C@:20]3([CH3:21])[C@H:15]([C:16]([CH3:23])([CH3:22])[CH2:17][CH2:18][CH2:19]3)[CH2:14][CH2:13][C@@:12]2([CH3:25])O)[CH:6]=[CH:7][CH:8]=1.Cl[Sn](Cl)(Cl)Cl. (3) The reactants are: [Br:1][C:2]1[CH:3]=[CH:4][C:5]([C:8]2[CH2:12][C@@H:11]([CH2:13]Cl)[O:10][N:9]=2)=[N:6][CH:7]=1.[NH:15]1[CH2:20][CH2:19][S:18][CH2:17][CH2:16]1.CS(C)=O. Given the product [Br:1][C:2]1[CH:3]=[CH:4][C:5]([C:8]2[CH2:12][C@@H:11]([CH2:13][N:15]3[CH2:20][CH2:19][S:18][CH2:17][CH2:16]3)[O:10][N:9]=2)=[N:6][CH:7]=1, predict the reactants needed to synthesize it. (4) Given the product [CH3:32][O:31][C:23]1[CH:22]=[C:21]2[C:26]([CH:27]=[C:28]([CH:29]=[O:30])[C:19]([O:7][C:3]3[CH:2]=[N:1][CH:6]=[CH:5][CH:4]=3)=[N:20]2)=[CH:25][CH:24]=1, predict the reactants needed to synthesize it. The reactants are: [N:1]1[CH:6]=[CH:5][CH:4]=[C:3]([OH:7])[CH:2]=1.CC([O-])(C)C.[K+].CS(C)=O.Cl[C:19]1[C:28]([CH:29]=[O:30])=[CH:27][C:26]2[C:21](=[CH:22][C:23]([O:31][CH3:32])=[CH:24][CH:25]=2)[N:20]=1. (5) Given the product [Br:1][C:2]1[CH:7]=[CH:6][C:5]([NH:8][CH2:9][CH:10]2[CH2:12][CH2:11]2)=[C:4]([NH:13][C:28](=[O:29])[CH2:27][C:23]([CH3:26])([CH3:25])[CH3:24])[CH:3]=1, predict the reactants needed to synthesize it. The reactants are: [Br:1][C:2]1[CH:3]=[C:4]([NH2:13])[C:5]([NH:8][CH2:9][CH:10]2[CH2:12][CH2:11]2)=[CH:6][CH:7]=1.CCN(C(C)C)C(C)C.[C:23]([CH2:27][C:28](Cl)=[O:29])([CH3:26])([CH3:25])[CH3:24]. (6) Given the product [F:22][C:23]1[CH:28]=[C:27]([C:2]2[CH:11]=[N:10][C:9]3[C:4](=[CH:5][CH:6]=[C:7]([OH:21])[C:8]=3[C:12]([NH:14][CH2:15][C:16]([O:18][CH2:19][CH3:20])=[O:17])=[O:13])[N:3]=2)[CH:26]=[CH:25][CH:24]=1, predict the reactants needed to synthesize it. The reactants are: Br[C:2]1[CH:11]=[N:10][C:9]2[C:4](=[CH:5][CH:6]=[C:7]([OH:21])[C:8]=2[C:12]([NH:14][CH2:15][C:16]([O:18][CH2:19][CH3:20])=[O:17])=[O:13])[N:3]=1.[F:22][C:23]1[CH:24]=[C:25](B(O)O)[CH:26]=[CH:27][CH:28]=1.C(=O)([O-])[O-].[K+].[K+]. (7) Given the product [CH2:1]([NH:8][C:23]1[C:24]2[CH2:30][N:29]([C:31]([O:33][C:34]([CH3:37])([CH3:36])[CH3:35])=[O:32])[CH2:28][CH2:27][C:25]=2[N:26]=[C:21]([NH:20][C:17]2[CH:16]=[CH:15][C:14]([C:13]3[O:9][CH:10]=[N:11][CH:12]=3)=[CH:19][CH:18]=2)[N:22]=1)[C:2]1[CH:7]=[CH:6][CH:5]=[CH:4][CH:3]=1, predict the reactants needed to synthesize it. The reactants are: [CH2:1]([NH2:8])[C:2]1[CH:7]=[CH:6][CH:5]=[CH:4][CH:3]=1.[O:9]1[C:13]([C:14]2[CH:19]=[CH:18][C:17]([NH:20][C:21]3[N:22]=[C:23](OS(C(F)(F)F)(=O)=O)[C:24]4[CH2:30][N:29]([C:31]([O:33][C:34]([CH3:37])([CH3:36])[CH3:35])=[O:32])[CH2:28][CH2:27][C:25]=4[N:26]=3)=[CH:16][CH:15]=2)=[CH:12][N:11]=[CH:10]1.